From a dataset of Reaction yield outcomes from USPTO patents with 853,638 reactions. Predict the reaction yield, written as a fraction of the theoretical maximum amount of product (1.0 means a 100% yield; for example, 0.34 means a 34% yield). (1) The reactants are [Cl:1][C:2]1[CH:7]=[CH:6][CH:5]=[C:4]([Cl:8])[C:3]=1[N:9]=[C:10]=S.[CH2:12]([O:14][C:15](=[O:32])[C:16]([C:21]1[CH:26]=[CH:25][C:24]([NH2:27])=[C:23]([NH:28][CH3:29])[C:22]=1[C:30]#[N:31])([CH3:20])[C:17](=[O:19])[CH3:18])[CH3:13]. The catalyst is C1COCC1. The product is [CH2:12]([O:14][C:15](=[O:32])[C:16]([C:21]1[CH:26]=[CH:25][C:24]2[N:27]=[C:10]([NH:9][C:3]3[C:2]([Cl:1])=[CH:7][CH:6]=[CH:5][C:4]=3[Cl:8])[N:28]([CH3:29])[C:23]=2[C:22]=1[C:30]#[N:31])([CH3:20])[C:17](=[O:19])[CH3:18])[CH3:13]. The yield is 0.540. (2) The reactants are I[C:2]1[CH:7]=[CH:6][C:5]([I:8])=[CH:4][CH:3]=1.O1CCCC1.C([Mg]Cl)(C)C.[CH2:19]([O:21][Si:22](OCC)([O:26][CH2:27][CH3:28])[O:23][CH2:24][CH3:25])[CH3:20]. The catalyst is CCOCC. The product is [CH2:19]([O:21][Si:22]([O:26][CH2:27][CH3:28])([O:23][CH2:24][CH3:25])[C:2]1[CH:7]=[CH:6][C:5]([I:8])=[CH:4][CH:3]=1)[CH3:20]. The yield is 0.610.